From a dataset of Catalyst prediction with 721,799 reactions and 888 catalyst types from USPTO. Predict which catalyst facilitates the given reaction. (1) Reactant: [H-].[Al+3].[Li+].[H-].[H-].[H-].[Cl:7][C:8]1[CH:9]=[CH:10][C:11]2[N:17]3[C:18]([CH:21]4[CH2:23][CH2:22]4)=[N:19][N:20]=[C:16]3[C@@H:15]([CH2:24][C:25](OCC)=[O:26])[O:14][C@H:13]([C:30]3[CH:35]=[CH:34][CH:33]=[C:32]([O:36][CH3:37])[C:31]=3[O:38][CH3:39])[C:12]=2[CH:40]=1.C(C(C(C([O-])=O)O)O)([O-])=O.[Na+].[K+]. Product: [Cl:7][C:8]1[CH:9]=[CH:10][C:11]2[N:17]3[C:18]([CH:21]4[CH2:23][CH2:22]4)=[N:19][N:20]=[C:16]3[C@@H:15]([CH2:24][CH2:25][OH:26])[O:14][C@H:13]([C:30]3[CH:35]=[CH:34][CH:33]=[C:32]([O:36][CH3:37])[C:31]=3[O:38][CH3:39])[C:12]=2[CH:40]=1. The catalyst class is: 7. (2) Reactant: Br[CH2:2][C:3]([C:5]1[CH:10]=[C:9]([Cl:11])[CH:8]=[CH:7][C:6]=1[O:12][CH3:13])=O.[N:14]1([C:19]2[CH:20]=[C:21]([NH:25][C:26]([NH2:28])=[S:27])[CH:22]=[CH:23][CH:24]=2)[CH:18]=[CH:17][N:16]=[CH:15]1.C(OCC)(=O)C.C(=O)([O-])[O-].[K+].[K+]. Product: [Cl:11][C:9]1[CH:8]=[CH:7][C:6]([O:12][CH3:13])=[C:5]([C:3]2[N:28]=[C:26]([NH:25][C:21]3[CH:22]=[CH:23][CH:24]=[C:19]([N:14]4[CH:18]=[CH:17][N:16]=[CH:15]4)[CH:20]=3)[S:27][CH:2]=2)[CH:10]=1. The catalyst class is: 8. (3) Reactant: FC(F)(F)C(O)=O.O1CCCCC1[N:14]1[C:22]2[C:17](=[CH:18][C:19]([NH:23][S:24]([CH:27]3[CH2:32][CH2:31][N:30]([C:33]([O:35][CH2:36][C:37]4[CH:42]=[CH:41][CH:40]=[CH:39][CH:38]=4)=[O:34])[CH2:29][CH2:28]3)(=[O:26])=[O:25])=[CH:20][CH:21]=2)[CH:16]=[N:15]1. Product: [NH:14]1[C:22]2[C:17](=[CH:18][C:19]([NH:23][S:24]([CH:27]3[CH2:32][CH2:31][N:30]([C:33]([O:35][CH2:36][C:37]4[CH:42]=[CH:41][CH:40]=[CH:39][CH:38]=4)=[O:34])[CH2:29][CH2:28]3)(=[O:26])=[O:25])=[CH:20][CH:21]=2)[CH:16]=[N:15]1. The catalyst class is: 2. (4) Product: [Cl:13][C:14]([O:6][CH:1]1[CH2:5][CH2:4][CH2:3][CH2:2]1)=[O:16]. Reactant: [CH:1]1([OH:6])[CH2:5][CH2:4][CH2:3][CH2:2]1.N1C=CC=CC=1.[Cl:13][C:14](Cl)([O:16]C(=O)OC(Cl)(Cl)Cl)Cl. The catalyst class is: 27. (5) Reactant: [F:1][C:2]([F:15])([F:14])[C:3]1[CH:4]=[C:5]([OH:13])[CH:6]=[C:7]([C:9]([F:12])([F:11])[F:10])[CH:8]=1.[OH-].[CH2:17]([N+:21]([CH2:30][CH2:31][CH2:32][CH3:33])([CH2:26][CH2:27][CH2:28][CH3:29])[CH2:22][CH2:23][CH2:24][CH3:25])[CH2:18][CH2:19][CH3:20]. Product: [F:1][C:2]([F:14])([F:15])[C:3]1[CH:4]=[C:5]([CH:6]=[C:7]([C:9]([F:10])([F:11])[F:12])[CH:8]=1)[O-:13].[CH2:30]([N+:21]([CH2:17][CH2:18][CH2:19][CH3:20])([CH2:22][CH2:23][CH2:24][CH3:25])[CH2:26][CH2:27][CH2:28][CH3:29])[CH2:31][CH2:32][CH3:33]. The catalyst class is: 666. (6) Reactant: [F:1][C:2]1[CH:7]=[CH:6][C:5]([OH:8])=[CH:4][CH:3]=1.CC(C)([O-])C.[K+].[CH2:15]([NH:22][C@@H:23]1[C@H:27]2[O:28][CH2:29][C@@H:30](OS(C3C=CC(C)=CC=3)(=O)=O)[C@H:26]2[O:25][CH2:24]1)[C:16]1[CH:21]=[CH:20][CH:19]=[CH:18][CH:17]=1. Product: [CH2:15]([NH:22][C@H:23]1[CH2:24][O:25][C@@H:26]2[C@@H:30]([O:8][C:5]3[CH:6]=[CH:7][C:2]([F:1])=[CH:3][CH:4]=3)[CH2:29][O:28][C@H:27]12)[C:16]1[CH:17]=[CH:18][CH:19]=[CH:20][CH:21]=1. The catalyst class is: 9.